Dataset: Full USPTO retrosynthesis dataset with 1.9M reactions from patents (1976-2016). Task: Predict the reactants needed to synthesize the given product. (1) Given the product [CH3:6][O:7][C:8]1[C:17]2[C:16]([CH3:18])=[N:15][CH:14]=[CH:13][C:12]=2[C:11]([S:2]([OH:5])(=[O:3])=[O:1])=[CH:10][CH:9]=1, predict the reactants needed to synthesize it. The reactants are: [OH:1][S:2]([OH:5])(=O)=[O:3].[CH3:6][O:7][C:8]1[CH:9]=[CH:10][CH:11]=[C:12]2[C:17]=1[C:16]([CH3:18])=[N:15][CH:14]=[CH:13]2. (2) Given the product [Cl:23][CH2:24][C:25]([C:11]1[C:10]([CH2:14][C:15]([O:17][CH3:18])=[O:16])=[N:9][N:8]([C:3]2[CH:4]=[CH:5][CH:6]=[CH:7][C:2]=2[Cl:1])[C:12]=1[OH:13])=[O:26], predict the reactants needed to synthesize it. The reactants are: [Cl:1][C:2]1[CH:7]=[CH:6][CH:5]=[CH:4][C:3]=1[N:8]1[C:12]([OH:13])=[CH:11][C:10]([CH2:14][C:15]([O:17][CH3:18])=[O:16])=[N:9]1.C(O)(=O)C.[Cl:23][CH2:24][C:25](OCC)(OCC)[O:26]CC. (3) Given the product [CH3:18][O:1][C@H:2]1[CH2:7][CH2:6][CH2:5][N:4]([C:8]([O:10][C:11]([CH3:14])([CH3:13])[CH3:12])=[O:9])[CH2:3]1, predict the reactants needed to synthesize it. The reactants are: [OH:1][C@H:2]1[CH2:7][CH2:6][CH2:5][N:4]([C:8]([O:10][C:11]([CH3:14])([CH3:13])[CH3:12])=[O:9])[CH2:3]1.[H-].[Na+].I[CH3:18].